From a dataset of Reaction yield outcomes from USPTO patents with 853,638 reactions. Predict the reaction yield, written as a fraction of the theoretical maximum amount of product (1.0 means a 100% yield; for example, 0.34 means a 34% yield). (1) The reactants are C(OC([N:8]1[CH2:13][CH2:12][C:11]2[N:14]([CH3:56])[C:15]([C:17]3[C:22]([C:23]#[C:24][C:25]4[CH:30]=[CH:29][CH:28]=[C:27]([CH2:31][C:32](=[O:54])[NH:33][C:34]5[CH:39]=[CH:38][C:37]([CH2:40][N:41]6[CH2:46][CH2:45][N:44]([CH2:47][CH2:48][CH3:49])[CH2:43][CH2:42]6)=[C:36]([C:50]([F:53])([F:52])[F:51])[CH:35]=5)[CH:26]=4)=[CH:21][N:20]=[C:19]([NH2:55])[N:18]=3)=[CH:16][C:10]=2[C:9]1=[O:57])=O)(C)(C)C.O1CCOCC1. The catalyst is C(Cl)Cl.Cl. The product is [NH2:55][C:19]1[N:18]=[C:17]([C:15]2[N:14]([CH3:56])[C:11]3[CH2:12][CH2:13][NH:8][C:9](=[O:57])[C:10]=3[CH:16]=2)[C:22]([C:23]#[C:24][C:25]2[CH:26]=[C:27]([CH2:31][C:32]([NH:33][C:34]3[CH:39]=[CH:38][C:37]([CH2:40][N:41]4[CH2:42][CH2:43][N:44]([CH2:47][CH2:48][CH3:49])[CH2:45][CH2:46]4)=[C:36]([C:50]([F:52])([F:53])[F:51])[CH:35]=3)=[O:54])[CH:28]=[CH:29][CH:30]=2)=[CH:21][N:20]=1. The yield is 0.740. (2) The reactants are [C:1]([C:3]1[CH:8]=[C:7]([CH2:9][CH2:10][C:11]([O:13][C:14]([CH3:17])([CH3:16])[CH3:15])=[O:12])[CH:6]=[C:5]([S:18][CH3:19])[N:4]=1)#[N:2].[C:20](OC)(=[O:28])[C:21]1[C:22](=[CH:24][CH:25]=[CH:26][CH:27]=1)[SH:23].C(N(CC)CC)C. The catalyst is C1(C)C=CC=CC=1. The product is [CH3:19][S:18][C:5]1[CH:6]=[C:7]([CH2:9][CH2:10][C:11]([O:13][C:14]([CH3:16])([CH3:15])[CH3:17])=[O:12])[CH:8]=[C:3]([C:1]2[S:23][C:22]3[CH:24]=[CH:25][CH:26]=[CH:27][C:21]=3[C:20](=[O:28])[N:2]=2)[N:4]=1. The yield is 0.570. (3) The reactants are [CH3:1][C:2]1[S:6][C:5]([NH:7][C:8](=[O:31])[C:9]2[CH:14]=[CH:13][C:12]([O:15][C:16]3[CH:21]=[CH:20][N:19]=[C:18]4[NH:22][N:23]=[C:24]([CH:25]5[CH2:30][CH2:29][CH2:28][NH:27][CH2:26]5)[C:17]=34)=[CH:11][CH:10]=2)=[N:4][CH:3]=1.[CH3:32][N:33]1[CH2:38][CH2:37][CH:36]([C:39](O)=[O:40])[CH2:35][CH2:34]1.C1C=CC2N(O)N=NC=2C=1.CCN=C=NCCCN(C)C.Cl.C([O-])(O)=O.[Na+]. The catalyst is CN(C=O)C. The product is [CH3:1][C:2]1[S:6][C:5]([NH:7][C:8](=[O:31])[C:9]2[CH:10]=[CH:11][C:12]([O:15][C:16]3[CH:21]=[CH:20][N:19]=[C:18]4[NH:22][N:23]=[C:24]([CH:25]5[CH2:30][CH2:29][CH2:28][N:27]([C:39]([CH:36]6[CH2:37][CH2:38][N:33]([CH3:32])[CH2:34][CH2:35]6)=[O:40])[CH2:26]5)[C:17]=34)=[CH:13][CH:14]=2)=[N:4][CH:3]=1. The yield is 0.290. (4) The reactants are Cl[C:2]1[CH:7]=[C:6]([NH:8][CH:9]2[CH2:11][CH2:10]2)[N:5]2[N:12]=[CH:13][CH:14]=[C:4]2[N:3]=1.[NH2:15][C:16]1[CH:21]=[CH:20][C:19]([OH:22])=[C:18]([Cl:23])[CH:17]=1.Cl. The catalyst is CCO. The product is [Cl:23][C:18]1[CH:17]=[C:16]([NH:15][C:2]2[CH:7]=[C:6]([NH:8][CH:9]3[CH2:11][CH2:10]3)[N:5]3[N:12]=[CH:13][CH:14]=[C:4]3[N:3]=2)[CH:21]=[CH:20][C:19]=1[OH:22]. The yield is 0.770. (5) The reactants are Br[CH2:2][C:3]1[N:7]([C:8]2[CH:13]=[CH:12][C:11]([Cl:14])=[CH:10][CH:9]=2)[C:6]([C:15]2[CH:20]=[CH:19][C:18]([Cl:21])=[CH:17][C:16]=2[Cl:22])=[N:5][C:4]=1[C:23]([O:25][CH2:26][CH3:27])=[O:24].[CH:28]([N:31]([CH:34]([CH3:36])C)CC)([CH3:30])C.N1CCCC1.O. The catalyst is C(#N)C. The product is [Cl:14][C:11]1[CH:12]=[CH:13][C:8]([N:7]2[C:3]([CH2:2][N:31]3[CH2:28][CH2:30][CH2:36][CH2:34]3)=[C:4]([C:23]([O:25][CH2:26][CH3:27])=[O:24])[N:5]=[C:6]2[C:15]2[CH:20]=[CH:19][C:18]([Cl:21])=[CH:17][C:16]=2[Cl:22])=[CH:9][CH:10]=1. The yield is 0.320. (6) The reactants are [F:1][C:2]1[C:7]([CH2:8][OH:9])=[CH:6][CH:5]=[C:4]([NH:10][CH2:11][C:12]2[CH:17]=[CH:16][C:15]([O:18][CH3:19])=[CH:14][CH:13]=2)[N:3]=1. The catalyst is C(OCC)(=O)C.[O-2].[Mn+4].[O-2]. The product is [F:1][C:2]1[C:7]([CH:8]=[O:9])=[CH:6][CH:5]=[C:4]([NH:10][CH2:11][C:12]2[CH:17]=[CH:16][C:15]([O:18][CH3:19])=[CH:14][CH:13]=2)[N:3]=1. The yield is 0.990. (7) The reactants are [OH-].[Na+].[NH2:3][CH:4]([C:6]([OH:8])=[O:7])[CH3:5].[C:9](Cl)(=[O:16])[C:10]1[CH:15]=[CH:14][CH:13]=[CH:12][CH:11]=1.Cl. The catalyst is O. The product is [C:9]([NH:3][C@H:4]([C:6]([OH:8])=[O:7])[CH3:5])(=[O:16])[C:10]1[CH:15]=[CH:14][CH:13]=[CH:12][CH:11]=1. The yield is 0.904.